From a dataset of Catalyst prediction with 721,799 reactions and 888 catalyst types from USPTO. Predict which catalyst facilitates the given reaction. (1) The catalyst class is: 1. Reactant: [CH3:1][C:2]1[CH:7]=[CH:6][CH:5]=[C:4]([CH3:8])[C:3]=1[N:9]1[CH2:13][C:12]2([C:17]([OH:19])=O)[CH2:14][CH2:15][CH2:16][CH:11]2[C:10]1=[O:20].C(N(C(C)C)CC)(C)C.CS(Cl)(=O)=O.[F:35][C:36]([F:49])([F:48])[C:37]1[CH:38]=[C:39]([CH:41]=[C:42]([C:44]([F:47])([F:46])[F:45])[CH:43]=1)[NH2:40]. Product: [F:35][C:36]([F:48])([F:49])[C:37]1[CH:38]=[C:39]([NH:40][C:17]([C:12]23[CH2:14][CH2:15][CH2:16][CH:11]2[C:10](=[O:20])[N:9]([C:3]2[C:2]([CH3:1])=[CH:7][CH:6]=[CH:5][C:4]=2[CH3:8])[CH2:13]3)=[O:19])[CH:41]=[C:42]([C:44]([F:45])([F:47])[F:46])[CH:43]=1. (2) Reactant: [C:1]([O:5]N[C@H](C(O)=O)C)([CH3:4])([CH3:3])[CH3:2].C1C=C[C:15]2N(O)N=[N:18][C:16]=2[CH:17]=1.CN1C[CH2:27][O:26]CC1.Cl.[NH2:30][C@H:31]([C:35]([NH2:37])=[O:36])[CH:32]([CH3:34])[CH3:33].CN(C=[O:42])C. Product: [C:1]([O:5][C:27]([NH:18][C@H:16]([C:17]([NH:30][C@H:31]([C:35]([NH2:37])=[O:36])[CH:32]([CH3:34])[CH3:33])=[O:42])[CH3:15])=[O:26])([CH3:2])([CH3:3])[CH3:4]. The catalyst class is: 344. (3) Reactant: [F:1][C:2]1[CH:7]=[CH:6][C:5]([C@@H:8]2[CH2:13][C:12](=[O:14])[CH:11]=[CH:10][NH:9]2)=[CH:4][CH:3]=1.[Li]CCCC.[F:20][C:21]1[CH:26]=[C:25]([CH3:27])[C:24]([O:28][CH3:29])=[CH:23][C:22]=1[N:30]=[C:31]=[O:32]. Product: [F:20][C:21]1[CH:26]=[C:25]([CH3:27])[C:24]([O:28][CH3:29])=[CH:23][C:22]=1[NH:30][C:31]([N:9]1[CH:10]=[CH:11][C:12](=[O:14])[CH2:13][CH:8]1[C:5]1[CH:6]=[CH:7][C:2]([F:1])=[CH:3][CH:4]=1)=[O:32]. The catalyst class is: 1.